This data is from Experimentally validated miRNA-target interactions with 360,000+ pairs, plus equal number of negative samples. The task is: Binary Classification. Given a miRNA mature sequence and a target amino acid sequence, predict their likelihood of interaction. (1) The miRNA is hsa-miR-106a-5p with sequence AAAAGUGCUUACAGUGCAGGUAG. The protein sequence of the target gene is MMHPVASSNPAFCGPGKPSCLNEDAMRAADQFDIYSSQQSKYSHTVNHKPMVCQRQDPLNETHLQTTSGRSIEIKDELKKKKNLNRSGKRGRPSGTTKSAGYRTSTGRPLGTTKAAGFKTSPGRPLGTTKAAGYKVSPGRPPGSIKALSRLADLGYGCGTAAFPYPMMHGRAVHGVEETSSEVKPPNE. Result: 0 (no interaction). (2) The miRNA is rno-miR-1-3p with sequence UGGAAUGUAAAGAAGUGUGUAU. The protein sequence of the target gene is MSVPSSLSQSAINANSHGGPALSLPLPLHAAHNQLLNAKLQATAVGPKDLRSAMGEGGGPEPGPANAKWLKEGQNQLRRAATAHRDQNRNVTLTLAEEASQEPEMAPLGPKGLIHLYSELELSAHNAANRGLRGPGLIISTQEQGPDEGEEKAAGEAEEEEEDDDDEEEEEDLSSPPGLPEPLESVEAPPRPQALTDGPREHSKSASLLFGMRNSAASDEDSSWATLSQGSPSYGSPEDTDSFWNPNAFETDSDLPAGWMRVQDTSGTYYWHIPTGTTQWEPPGRASPSQGSSPQEESQL.... Result: 0 (no interaction). (3) The miRNA is hsa-miR-379-5p with sequence UGGUAGACUAUGGAACGUAGG. The protein sequence of the target gene is MNIFDRKINFDALLKFSHITPSTQQHLKKVYASFALCMFVAAAGAYVHMVTHFIQAGLLSALGSLILMIWLMATPHSHETEQKRLGLLAGFAFLTGVGLGPALEFCIAVNPSILPTAFMGTAMIFTCFTLSALYARRRSYLFLGGILMSALSLLLLSSLGNVFFGSIWLFQANLYVGLVVMCGFVLFDTQLIIEKAEHGDQDYIWHCIDLFLDFITVFRKLMMILAMNEKDKKKEKK. Result: 1 (interaction). (4) The miRNA is hsa-miR-1229-3p with sequence CUCUCACCACUGCCCUCCCACAG. The protein sequence of the target gene is MPGAGDGGKAPARWLGTGLLGLFLLPVTLSLEVSVGKATDIYAVNGTEILLPCTFSSCFGFEDLHFRWTYNSSDAFKILIEGTVKNEKSDPKVTLKDDDRITLVGSTKEKMNNISIVLRDLEFSDTGKYTCHVKNPKENNLQHHATIFLQVVDRLEEVDNTVTLIILAVVGGVIGLLILILLIKKLIIFILKKTREKKKECLVSSSGNDNTENGLPGSKAEEKPPSKV. Result: 0 (no interaction). (5) The miRNA is hsa-miR-6854-5p with sequence AAGCUCAGGUUUGAGAACUGCUGA. The protein sequence of the target gene is MASGKVRCTRKLRSWIVEQVESGHFPGVCWDDAAKTMFRIPWKHAGKQDFREDQDAAIFKAWALFKEKHKDGDIGHPAVWKTRLRCALNKSSEFEEVPERGRMDVAEPYKVYRILPAGTLPNQPRNQKSPCKRSISCVSPEREENMENGRTNGVVNHSDSGSNIGGGGNGSNRSDSNSNCNSELEEGAGTTEATIREDPVFLEHQLPLNSDYSLLLTFIYGGRVVGKTQVHSLDCRLVAERSDSESSMEQVEFPKPDPLEPTQHLLNQLDRGVLVASNSRGLFVQRLCPIPISWNAPEAP.... Result: 0 (no interaction).